Dataset: Full USPTO retrosynthesis dataset with 1.9M reactions from patents (1976-2016). Task: Predict the reactants needed to synthesize the given product. Given the product [C:1]([O:5][C:6]([N:8]1[CH2:9][CH2:10][N:11]([C:14]2[C:19]([C:20]([OH:22])=[O:21])=[CH:18][N:17]=[C:16]([C:25]([CH3:28])([CH3:27])[CH3:26])[N:15]=2)[CH2:12][CH2:13]1)=[O:7])([CH3:4])([CH3:3])[CH3:2], predict the reactants needed to synthesize it. The reactants are: [C:1]([O:5][C:6]([N:8]1[CH2:13][CH2:12][N:11]([C:14]2[C:19]([C:20]([O:22]CC)=[O:21])=[CH:18][N:17]=[C:16]([C:25]([CH3:28])([CH3:27])[CH3:26])[N:15]=2)[CH2:10][CH2:9]1)=[O:7])([CH3:4])([CH3:3])[CH3:2].O[Li].O.